From a dataset of Full USPTO retrosynthesis dataset with 1.9M reactions from patents (1976-2016). Predict the reactants needed to synthesize the given product. Given the product [CH2:16]([NH:18][C:19](=[O:36])[C:20]1[CH:25]=[CH:24][C:23]([CH3:35])=[C:22]([C:2]2[CH:10]=[C:9]3[C:5]([C:6]([CH:11]4[CH2:15][CH2:14][O:13][CH2:12]4)=[N:7][NH:8]3)=[CH:4][CH:3]=2)[CH:21]=1)[CH3:17], predict the reactants needed to synthesize it. The reactants are: Br[C:2]1[CH:10]=[C:9]2[C:5]([C:6]([CH:11]3[CH2:15][CH2:14][O:13][CH2:12]3)=[N:7][NH:8]2)=[CH:4][CH:3]=1.[CH2:16]([NH:18][C:19](=[O:36])[C:20]1[CH:25]=[C:24](B2OC(C)(C)C(C)(C)O2)[C:23]([CH3:35])=[CH:22][CH:21]=1)[CH3:17].C(=O)([O-])O.[Na+].